This data is from Catalyst prediction with 721,799 reactions and 888 catalyst types from USPTO. The task is: Predict which catalyst facilitates the given reaction. Reactant: [F:1][C:2]1[CH:3]=[C:4]([CH2:9][C:10]([NH:12][C@H:13]([C:15]([OH:17])=O)[CH3:14])=[O:11])[CH:5]=[C:6]([F:8])[CH:7]=1.Cl.[NH2:19][C@@H:20]([CH2:25][C:26]1[CH:31]=[CH:30][CH:29]=[CH:28][N:27]=1)[C:21]([O:23][CH3:24])=[O:22]. Product: [F:8][C:6]1[CH:5]=[C:4]([CH2:9][C:10]([NH:12][C@H:13]([C:15]([NH:19][C@@H:20]([CH2:25][C:26]2[CH:31]=[CH:30][CH:29]=[CH:28][N:27]=2)[C:21]([O:23][CH3:24])=[O:22])=[O:17])[CH3:14])=[O:11])[CH:3]=[C:2]([F:1])[CH:7]=1. The catalyst class is: 100.